Task: Regression. Given two drug SMILES strings and cell line genomic features, predict the synergy score measuring deviation from expected non-interaction effect.. Dataset: NCI-60 drug combinations with 297,098 pairs across 59 cell lines (1) Drug 1: CC12CCC3C(C1CCC2=O)CC(=C)C4=CC(=O)C=CC34C. Drug 2: C1C(C(OC1N2C=NC(=NC2=O)N)CO)O. Cell line: BT-549. Synergy scores: CSS=53.5, Synergy_ZIP=-1.73, Synergy_Bliss=1.95, Synergy_Loewe=3.02, Synergy_HSA=3.48. (2) Drug 1: CCCS(=O)(=O)NC1=C(C(=C(C=C1)F)C(=O)C2=CNC3=C2C=C(C=N3)C4=CC=C(C=C4)Cl)F. Drug 2: C1=NC2=C(N=C(N=C2N1C3C(C(C(O3)CO)O)F)Cl)N. Cell line: MOLT-4. Synergy scores: CSS=43.2, Synergy_ZIP=0.747, Synergy_Bliss=-0.202, Synergy_Loewe=-33.2, Synergy_HSA=-1.02.